From a dataset of Reaction yield outcomes from USPTO patents with 853,638 reactions. Predict the reaction yield, written as a fraction of the theoretical maximum amount of product (1.0 means a 100% yield; for example, 0.34 means a 34% yield). (1) The reactants are [Cl-].O[NH3+:3].[C:4](=[O:7])([O-])[OH:5].[Na+].CS(C)=O.[F:13][C:14]1[CH:15]=[C:16]([C:42]2[C:43]([C:48]#[N:49])=[CH:44][CH:45]=[CH:46][CH:47]=2)[CH:17]=[CH:18][C:19]=1[CH2:20][C:21]1[C:26](=[O:27])[N:25]([C:28]2[CH:33]=[CH:32][C:31]([O:34][CH:35]([CH3:37])[CH3:36])=[CH:30][CH:29]=2)[C:24]([CH3:38])=[N:23][C:22]=1[CH2:39][CH2:40][CH3:41]. The catalyst is C(OCC)(=O)C. The product is [F:13][C:14]1[CH:15]=[C:16]([C:42]2[CH:47]=[CH:46][CH:45]=[CH:44][C:43]=2[C:48]2[NH:3][C:4](=[O:7])[O:5][N:49]=2)[CH:17]=[CH:18][C:19]=1[CH2:20][C:21]1[C:26](=[O:27])[N:25]([C:28]2[CH:33]=[CH:32][C:31]([O:34][CH:35]([CH3:36])[CH3:37])=[CH:30][CH:29]=2)[C:24]([CH3:38])=[N:23][C:22]=1[CH2:39][CH2:40][CH3:41]. The yield is 0.700. (2) The reactants are [C:1]1([N:7]2[C:11]3[CH:12]=[C:13]([C:16]#[N:17])[CH:14]=[CH:15][C:10]=3[N:9]=[CH:8]2)[CH:6]=[CH:5][CH:4]=[CH:3][CH:2]=1.[I:18][CH3:19]. The catalyst is C1(C)C=CC=CC=1. The product is [I-:18].[C:16]([C:13]1[CH:14]=[CH:15][C:10]2[N+:9]([CH3:19])=[CH:8][N:7]([C:1]3[CH:6]=[CH:5][CH:4]=[CH:3][CH:2]=3)[C:11]=2[CH:12]=1)#[N:17]. The yield is 0.770. (3) The reactants are CCN(C(C)C)C(C)C.[CH2:10]([O:17][N:18]1[C:24](=[O:25])[N:23]2[CH2:26][C@H:19]1[CH2:20][CH2:21][C@H:22]2[C:27]1[O:31][N:30]=[C:29]([C:32](OCC)=O)[N:28]=1)[C:11]1[CH:16]=[CH:15][CH:14]=[CH:13][CH:12]=1.[OH:37]/N=C(\N)/C.CN(C(ON1N=NC2C=CC=NC1=2)=[N+](C)C)C.F[P-](F)(F)(F)(F)F. The catalyst is C(Cl)Cl. The product is [CH2:10]([O:17][N:18]1[C:24](=[O:25])[N:23]2[CH2:26][C@H:19]1[CH2:20][CH2:21][C@H:22]2[C:27]([NH:28]/[C:29](=[N:30]\[OH:37])/[CH3:32])=[O:31])[C:11]1[CH:16]=[CH:15][CH:14]=[CH:13][CH:12]=1. The yield is 1.00. (4) The reactants are [NH2:1][C:2]1[C:3]([CH:22]2[CH2:24][CH2:23]2)=[CH:4][C:5]2[C:9]([CH:10]=1)=[N:8][N:7]([C:11]1[CH:16]=[CH:15][C:14]([Br:17])=[CH:13][CH:12]=1)[C:6]=2[C:18]([NH:20][CH3:21])=[O:19].[CH:25](=O)[CH3:26].C([BH3-])#N.[Na+]. The catalyst is CO. The product is [Br:17][C:14]1[CH:13]=[CH:12][C:11]([N:7]2[C:6]([C:18]([NH:20][CH3:21])=[O:19])=[C:5]3[C:9]([CH:10]=[C:2]([NH:1][CH2:25][CH3:26])[C:3]([CH:22]4[CH2:24][CH2:23]4)=[CH:4]3)=[N:8]2)=[CH:16][CH:15]=1. The yield is 0.320.